Dataset: Full USPTO retrosynthesis dataset with 1.9M reactions from patents (1976-2016). Task: Predict the reactants needed to synthesize the given product. Given the product [CH3:9][O:8][C:5]1[C:4]([NH:10][S:11]([C:14]2[CH:19]=[CH:18][CH:17]=[CH:16][CH:15]=2)(=[O:13])=[O:12])=[CH:3][C:2]([C:49]2[CH:58]=[CH:57][C:56]3[C:51](=[C:52]([C:59]4[CH:64]=[CH:63][N:62]=[CH:61][CH:60]=4)[CH:53]=[CH:54][N:55]=3)[N:50]=2)=[CH:7][N:6]=1, predict the reactants needed to synthesize it. The reactants are: Br[C:2]1[CH:3]=[C:4]([NH:10][S:11]([C:14]2[CH:19]=[CH:18][CH:17]=[CH:16][CH:15]=2)(=[O:13])=[O:12])[C:5]([O:8][CH3:9])=[N:6][CH:7]=1.B1(B2OC(C)(C)C(C)(C)O2)OC(C)(C)C(C)(C)O1.C([O-])(=O)C.[K+].FC(F)(F)S(O[C:49]1[CH:58]=[CH:57][C:56]2[C:51](=[C:52]([C:59]3[CH:64]=[CH:63][N:62]=[CH:61][CH:60]=3)[CH:53]=[CH:54][N:55]=2)[N:50]=1)(=O)=O.C(=O)(O)[O-].[Na+].